This data is from Full USPTO retrosynthesis dataset with 1.9M reactions from patents (1976-2016). The task is: Predict the reactants needed to synthesize the given product. (1) Given the product [CH3:1][N:2]([CH2:3][C:4]1[C:8]2[CH:9]=[CH:10][CH:11]=[CH:12][C:7]=2[O:6][C:5]=1[CH3:13])[C:27](=[O:28])/[CH:26]=[CH:25]/[C:22]1[CH:23]=[N:24][C:17]2[NH:16][C:15](=[O:14])[CH2:20][O:19][C:18]=2[CH:21]=1, predict the reactants needed to synthesize it. The reactants are: [CH3:1][NH:2][CH2:3][C:4]1[C:8]2[CH:9]=[CH:10][CH:11]=[CH:12][C:7]=2[O:6][C:5]=1[CH3:13].[O:14]=[C:15]1[CH2:20][O:19][C:18]2[CH:21]=[C:22]([CH:25]=[CH:26][C:27](O)=[O:28])[CH:23]=[N:24][C:17]=2[NH:16]1.ON1C2C=CC=CC=2N=N1.C(N(C(C)C)CC)(C)C.CN(C)CCCN=C=NCC. (2) The reactants are: [CH3:1][N:2]1[C:7]2=[C:8]3[N:13]([C:14]([C:15]4[CH:16]=[C:17]([CH3:21])[CH:18]=[CH:19][CH:20]=4)=[C:6]2[C:5](=[O:31])[N:4]([CH3:32])[C:3]1=[O:33])[CH2:12][CH2:11][CH:10]=[C:9]3B1OC(C)(C)C(C)(C)O1.I[C:35]1[S:36][CH:37]=[C:38]([CH3:40])[N:39]=1.[OH-].[Ba+2].[OH-]. Given the product [CH3:1][N:2]1[C:7]2=[C:8]3[N:13]([C:14]([C:15]4[CH:16]=[C:17]([CH3:21])[CH:18]=[CH:19][CH:20]=4)=[C:6]2[C:5](=[O:31])[N:4]([CH3:32])[C:3]1=[O:33])[CH2:12][CH2:11][CH:10]=[C:9]3[C:35]1[S:36][CH:37]=[C:38]([CH3:40])[N:39]=1, predict the reactants needed to synthesize it.